Dataset: Reaction yield outcomes from USPTO patents with 853,638 reactions. Task: Predict the reaction yield, written as a fraction of the theoretical maximum amount of product (1.0 means a 100% yield; for example, 0.34 means a 34% yield). (1) The reactants are [C:1]([C:4]1[CH:9]=[CH:8][CH:7]=[CH:6][CH:5]=1)(=O)[CH3:2].[OH2:10]. No catalyst specified. The product is [C:4]1([CH2:1][CH2:2][OH:10])[CH:9]=[CH:8][CH:7]=[CH:6][CH:5]=1. The yield is 0.500. (2) The reactants are [CH2:1]([C@H:8]1[C@@H:12]([C@H:13]2[CH2:17][C@@H:16]([OH:18])[CH2:15][N:14]2[C:19]([O:21][C:22]([CH3:25])([CH3:24])[CH3:23])=[O:20])[O:11][C:10]([CH3:27])([CH3:26])[N:9]1[C:28]([O:30][CH2:31][CH2:32][Si:33]([CH3:36])([CH3:35])[CH3:34])=[O:29])[C:2]1[CH:7]=[CH:6][CH:5]=[CH:4][CH:3]=1.[CH3:37]I.[H-].[Na+]. The catalyst is CN(C=O)C. The product is [CH2:1]([C@H:8]1[C@@H:12]([C@H:13]2[CH2:17][C@@H:16]([O:18][CH3:37])[CH2:15][N:14]2[C:19]([O:21][C:22]([CH3:23])([CH3:24])[CH3:25])=[O:20])[O:11][C:10]([CH3:27])([CH3:26])[N:9]1[C:28]([O:30][CH2:31][CH2:32][Si:33]([CH3:36])([CH3:35])[CH3:34])=[O:29])[C:2]1[CH:7]=[CH:6][CH:5]=[CH:4][CH:3]=1. The yield is 0.880. (3) The reactants are [CH2:1]([O:3][C:4](=[O:28])[CH2:5][N:6]([CH2:22][C:23](=[O:27])[O:24][CH2:25][CH3:26])[C:7]1[CH:8]=[C:9]([C:14]2[S:15][CH:16]=[C:17]([C:19]([OH:21])=O)[N:18]=2)[CH:10]=[CH:11][C:12]=1[CH3:13])[CH3:2].[N:29]1C2C(=NC=CC=2)N(O)N=1.CCN=C=NCCCN(C)C.N. The catalyst is CN(C)C=O.C(OCC)(=O)C.O. The product is [CH2:1]([O:3][C:4](=[O:28])[CH2:5][N:6]([CH2:22][C:23]([O:24][CH2:25][CH3:26])=[O:27])[C:7]1[CH:8]=[C:9]([C:14]2[S:15][CH:16]=[C:17]([C:19]([NH2:29])=[O:21])[N:18]=2)[CH:10]=[CH:11][C:12]=1[CH3:13])[CH3:2]. The yield is 0.920. (4) The reactants are [CH2:1]([O:8][C:9]1[CH:24]=[CH:23][C:12]([CH2:13][NH:14][CH2:15][CH2:16][C:17]2[CH:22]=[CH:21][CH:20]=[CH:19][N:18]=2)=[CH:11][C:10]=1[C:25](OCC1C=CC=CC=1)=[O:26])[C:2]1[CH:7]=[CH:6][CH:5]=[CH:4][CH:3]=1.[H-].[H-].[H-].[H-].[Li+].[Al+3]. The catalyst is C1COCC1. The product is [CH2:1]([O:8][C:9]1[CH:24]=[CH:23][C:12]([CH2:13][NH:14][CH2:15][CH2:16][C:17]2[CH:22]=[CH:21][CH:20]=[CH:19][N:18]=2)=[CH:11][C:10]=1[CH2:25][OH:26])[C:2]1[CH:7]=[CH:6][CH:5]=[CH:4][CH:3]=1. The yield is 0.520.